Dataset: Full USPTO retrosynthesis dataset with 1.9M reactions from patents (1976-2016). Task: Predict the reactants needed to synthesize the given product. (1) Given the product [CH:1]1([S:4]([C:7]2[CH:12]=[CH:11][C:10]([CH:13]([C:14]3[NH:50][C:46]([C:41]4[CH:42]=[CH:43][CH:44]=[CH:45][N:40]=4)=[CH:16][CH:15]=3)[CH2:18][C@H:19]3[CH2:39][CH2:38][C:21]4([O:22][C@H:23]([C:32]5[CH:33]=[CH:34][CH:35]=[CH:36][CH:37]=5)[C@@H:24]([C:26]5[CH:27]=[CH:28][CH:29]=[CH:30][CH:31]=5)[O:25]4)[CH2:20]3)=[CH:9][CH:8]=2)(=[O:6])=[O:5])[CH2:2][CH2:3]1, predict the reactants needed to synthesize it. The reactants are: [CH:1]1([S:4]([C:7]2[CH:12]=[CH:11][C:10]([CH:13]([CH2:18][C@H:19]3[CH2:39][CH2:38][C:21]4([O:25][C@H:24]([C:26]5[CH:31]=[CH:30][CH:29]=[CH:28][CH:27]=5)[C@@H:23]([C:32]5[CH:37]=[CH:36][CH:35]=[CH:34][CH:33]=5)[O:22]4)[CH2:20]3)[C:14](=O)[CH:15]=[CH2:16])=[CH:9][CH:8]=2)(=[O:6])=[O:5])[CH2:3][CH2:2]1.[N:40]1[CH:45]=[CH:44][CH:43]=[CH:42][C:41]=1[CH:46]=O.C([N:50](CC)CC)C.C([O-])(=O)C.[NH4+]. (2) The reactants are: [CH3:1][O:2][C:3]([C:5]1[C:10]([NH2:11])=[CH:9][C:8]([C:12]([F:15])([F:14])[F:13])=[C:7](Br)[N:6]=1)=[O:4].[CH3:17][C:18]1[CH:23]=[CH:22][C:21](B(O)O)=[CH:20][N:19]=1.NC1C(C(O)=O)=NC(C2C=CC(F)=CC=2)=C(C(F)(F)F)C=1. Given the product [CH3:1][O:2][C:3]([C:5]1[N:6]=[C:7]([C:21]2[CH:20]=[N:19][C:18]([CH3:17])=[CH:23][CH:22]=2)[C:8]([C:12]([F:15])([F:14])[F:13])=[CH:9][C:10]=1[NH2:11])=[O:4], predict the reactants needed to synthesize it. (3) Given the product [Cl:7][CH2:8][CH2:9][CH2:10][NH:11][C:12]([N:4]1[CH:5]=[CH:6][C:2]([NH:1][C:23]([NH:21][CH2:20][CH2:15][CH2:17][Cl:19])=[O:24])=[N:3]1)=[O:13], predict the reactants needed to synthesize it. The reactants are: [NH2:1][C:2]1[CH:6]=[CH:5][NH:4][N:3]=1.[Cl:7][CH2:8][CH2:9][CH2:10][N:11]=[C:12]=[O:13].[N-]=[C:15]=O.[CH2:17]([Cl:19])Cl.[CH3:20][N:21]([CH:23]=[O:24])C. (4) Given the product [CH3:11][C:2]1([CH3:1])[CH2:7][CH2:6][CH2:5][CH:4]([CH:8]([O:10][C:14](=[O:15])[CH2:13][Cl:12])[CH3:9])[CH2:3]1, predict the reactants needed to synthesize it. The reactants are: [CH3:1][C:2]1([CH3:11])[CH2:7][CH2:6][CH2:5][CH:4]([CH:8]([OH:10])[CH3:9])[CH2:3]1.[Cl:12][CH2:13][C:14](O)=[O:15].C1(N=C=NC2CCCCC2)CCCCC1. (5) Given the product [Cl:22][C:3]1[C:2]([F:1])=[C:10]([F:11])[CH:9]=[C:5]([C:6]([OH:8])=[O:7])[C:4]=1[NH2:12], predict the reactants needed to synthesize it. The reactants are: [F:1][C:2]1[CH:3]=[C:4]([NH2:12])[C:5](=[CH:9][C:10]=1[F:11])[C:6]([OH:8])=[O:7].C(O)(=O)C.C(O[Cl:22])(C)(C)C. (6) Given the product [NH2:7][C:8]1[O:9][CH2:10][CH2:11][C@:12]([C:15]2[CH:20]=[C:19]([NH:21][C:32]([C:26]3[C:25]([Cl:24])=[CH:30][C:29]([Cl:31])=[CH:28][N:27]=3)=[O:33])[CH:18]=[CH:17][C:16]=2[F:22])([CH3:14])[N:13]=1, predict the reactants needed to synthesize it. The reactants are: C(OC(=O)[NH:7][C:8]1[O:9][CH2:10][CH2:11][C@:12]([C:15]2[CH:20]=[C:19]([NH2:21])[CH:18]=[CH:17][C:16]=2[F:22])([CH3:14])[N:13]=1)(C)(C)C.[Cl:24][C:25]1[C:26]([C:32](O)=[O:33])=[N:27][CH:28]=[C:29]([Cl:31])[CH:30]=1. (7) Given the product [CH2:6]([N:8]1[CH2:9][CH2:10][C:11]([C:15]([N:17]2[CH2:26][CH2:25][C:24]3[C:19](=[CH:20][CH:21]=[C:22]([C:27]([O:29][CH3:30])=[O:28])[CH:23]=3)[CH2:18]2)=[O:16])([CH3:14])[CH2:12][CH2:13]1)[CH3:32], predict the reactants needed to synthesize it. The reactants are: C(O[C:6]([N:8]1[CH2:13][CH2:12][C:11]([C:15]([N:17]2[CH2:26][CH2:25][C:24]3[C:19](=[CH:20][CH:21]=[C:22]([C:27]([O:29][CH3:30])=[O:28])[CH:23]=3)[CH2:18]2)=[O:16])([CH3:14])[CH2:10][CH2:9]1)=O)(C)(C)C.Cl.[CH:32](=O)C.[O-]S([O-])(=O)=O.[Mg+2].C([BH3-])#N.[Na+].